Task: Predict the product of the given reaction.. Dataset: Forward reaction prediction with 1.9M reactions from USPTO patents (1976-2016) (1) Given the reactants C(Cl)(=O)C1C=CC=CC=1.[S-:10][C:11]#[N:12].[NH4+].[NH2:14][C:15]1[CH:20]=[CH:19][CH:18]=[C:17]([CH3:21])[N:16]=1, predict the reaction product. The product is: [CH3:21][C:17]1[N:16]=[C:15]([NH:14][C:11]([NH2:12])=[S:10])[CH:20]=[CH:19][CH:18]=1. (2) Given the reactants O.[NH2:2][NH2:3].Cl[CH2:5][CH2:6][C:7]([C:9]1[CH:14]=[CH:13][CH:12]=[CH:11][CH:10]=1)=O, predict the reaction product. The product is: [C:9]1([C:7]2[CH2:6][CH2:5][NH:3][N:2]=2)[CH:14]=[CH:13][CH:12]=[CH:11][CH:10]=1. (3) The product is: [F:18][C:15]1[CH:16]=[CH:17][C:12]([O:11][C:7]2[CH:6]=[C:5]([CH:10]=[CH:9][CH:8]=2)[C:4]([OH:22])=[O:3])=[C:13]([N+:19]([O-:21])=[O:20])[CH:14]=1. Given the reactants C([O:3][C:4](=[O:22])[C:5]1[CH:10]=[CH:9][CH:8]=[C:7]([O:11][C:12]2[CH:17]=[CH:16][C:15]([F:18])=[CH:14][C:13]=2[N+:19]([O-:21])=[O:20])[CH:6]=1)C.C1COCC1.O.O.[OH-].[Li+].Cl, predict the reaction product. (4) Given the reactants [OH:1][C:2]1[CH:9]=[CH:8][CH:7]=[CH:6][C:3]=1[C:4]#[N:5].C(=O)([O-])[O-].[K+].[K+].Br[CH2:17][C:18]([O:20][CH3:21])=[O:19], predict the reaction product. The product is: [C:4]([C:3]1[CH:6]=[CH:7][CH:8]=[CH:9][C:2]=1[O:1][CH2:17][C:18]([O:20][CH3:21])=[O:19])#[N:5]. (5) Given the reactants [Cl:1][C:2]1[CH:7]=[CH:6][C:5]([CH:8]([OH:21])[CH2:9][N:10]([CH2:12][C:13]2[C:14](Cl)=[N:15][C:16]([Cl:19])=[CH:17][CH:18]=2)[CH3:11])=[CH:4][CH:3]=1.[H-].[Na+].O.C(Cl)Cl, predict the reaction product. The product is: [Cl:19][C:16]1[CH:17]=[CH:18][C:13]2[CH2:12][N:10]([CH3:11])[CH2:9][CH:8]([C:5]3[CH:6]=[CH:7][C:2]([Cl:1])=[CH:3][CH:4]=3)[O:21][C:14]=2[N:15]=1. (6) The product is: [CH2:16]([O:18][C:19]1[CH:25]=[CH:24][C:22]([NH:23][C:2]2[N:7]=[C:6]([C:8]([F:11])([F:10])[F:9])[C:5]([C:12]([O:14][CH3:15])=[O:13])=[CH:4][N:3]=2)=[CH:21][CH:20]=1)[CH3:17]. Given the reactants Cl[C:2]1[N:7]=[C:6]([C:8]([F:11])([F:10])[F:9])[C:5]([C:12]([O:14][CH3:15])=[O:13])=[CH:4][N:3]=1.[CH2:16]([O:18][C:19]1[CH:25]=[CH:24][C:22]([NH2:23])=[CH:21][CH:20]=1)[CH3:17].C(OC1C=CC=CC=1NC1N=C(C(F)(F)F)C(C(OC)=O)=CN=1)C, predict the reaction product. (7) Given the reactants [CH:1]1([CH2:6][C:7]([OH:9])=O)[CH2:5][CH2:4][CH2:3][CH2:2]1.Cl.[NH2:11][C@H:12]([C:14]([C:16]1([NH2:37])[C:22](=[O:23])[N:21]([CH2:24][CH:25]2[CH2:27][CH2:26]2)[C:20]2[CH:28]=[CH:29][CH:30]=[CH:31][C:19]=2[N:18]([CH2:32][CH:33]2[CH2:35][CH2:34]2)[C:17]1=[O:36])=[O:15])[CH3:13], predict the reaction product. The product is: [CH:1]1([CH2:6][C:7]([NH:11][C@H:12]([C:14]([C:16]2([NH2:37])[C:22](=[O:23])[N:21]([CH2:24][CH:25]3[CH2:26][CH2:27]3)[C:20]3[CH:28]=[CH:29][CH:30]=[CH:31][C:19]=3[N:18]([CH2:32][CH:33]3[CH2:35][CH2:34]3)[C:17]2=[O:36])=[O:15])[CH3:13])=[O:9])[CH2:2][CH2:3][CH2:4][CH2:5]1. (8) The product is: [C:1]([C:4]1[C:12]2[C:7](=[CH:8][CH:9]=[C:10]([NH:13][C:14]([CH:16]3[CH2:20][CH2:19][C:18]([F:22])([F:21])[CH2:17]3)=[O:15])[CH:11]=2)[N:6]([CH2:23][C:24]([N:45]2[CH2:46][C@H:47]([F:49])[CH2:48][C@H:44]2[C:42]([NH:41][C:37]2[C:36]([F:50])=[C:35]([C:30]3[CH:31]=[CH:32][CH:33]=[CH:34][C:29]=3[Cl:28])[CH:40]=[CH:39][CH:38]=2)=[O:43])=[O:26])[CH:5]=1)(=[O:3])[CH3:2]. Given the reactants [C:1]([C:4]1[C:12]2[C:7](=[CH:8][CH:9]=[C:10]([NH:13][C:14]([CH:16]3[CH2:20][CH2:19][C:18]([F:22])([F:21])[CH2:17]3)=[O:15])[CH:11]=2)[N:6]([CH2:23][C:24]([OH:26])=O)[CH:5]=1)(=[O:3])[CH3:2].Cl.[Cl:28][C:29]1[CH:34]=[CH:33][CH:32]=[CH:31][C:30]=1[C:35]1[CH:40]=[CH:39][CH:38]=[C:37]([NH:41][C:42]([C@@H:44]2[CH2:48][C@@H:47]([F:49])[CH2:46][NH:45]2)=[O:43])[C:36]=1[F:50].CN(C(ON1N=NC2C=CC=NC1=2)=[N+](C)C)C.F[P-](F)(F)(F)(F)F, predict the reaction product.